This data is from Catalyst prediction with 721,799 reactions and 888 catalyst types from USPTO. The task is: Predict which catalyst facilitates the given reaction. (1) Reactant: [CH:1]1([N:5]2[CH2:11][CH2:10][C:9]3[CH:12]=[CH:13][C:14]([N:16]4[CH2:21][CH2:20][NH:19][CH2:18][CH2:17]4)=[CH:15][C:8]=3[CH2:7][CH2:6]2)[CH2:4][CH2:3][CH2:2]1.[C:22]1([C:32](O)=[O:33])[C:31]2[C:26](=[CH:27][CH:28]=[CH:29][CH:30]=2)[CH:25]=[CH:24][CH:23]=1.C(N(C(C)C)CC)(C)C. Product: [CH:1]1([N:5]2[CH2:11][CH2:10][C:9]3[CH:12]=[CH:13][C:14]([N:16]4[CH2:21][CH2:20][N:19]([C:32]([C:22]5[C:31]6[C:26](=[CH:27][CH:28]=[CH:29][CH:30]=6)[CH:25]=[CH:24][CH:23]=5)=[O:33])[CH2:18][CH2:17]4)=[CH:15][C:8]=3[CH2:7][CH2:6]2)[CH2:4][CH2:3][CH2:2]1. The catalyst class is: 4. (2) Reactant: [CH3:1][C:2]1[CH:6]=[C:5]([CH3:7])[N:4]([C:8]2[N:13]=[C:12]([NH:14][C:15](=[O:17])[CH3:16])[CH:11]=[C:10]([C:18]3[CH:23]=[CH:22][CH:21]=[C:20]([CH2:24][OH:25])[CH:19]=3)[N:9]=2)[N:3]=1.C(N(C(C)C)CC)(C)C.[CH3:35][S:36](Cl)(=[O:38])=[O:37].C([O-])(O)=O.[Na+]. Product: [C:15]([NH:14][C:12]1[N:13]=[C:8]([N:4]2[C:5]([CH3:7])=[CH:6][C:2]([CH3:1])=[N:3]2)[N:9]=[C:10]([C:18]2[CH:19]=[C:20]([CH:21]=[CH:22][CH:23]=2)[CH2:24][O:25][S:36]([CH3:35])(=[O:38])=[O:37])[CH:11]=1)(=[O:17])[CH3:16]. The catalyst class is: 38. (3) Reactant: [N+:1]([C:4]1[CH:9]=[CH:8][C:7]([N:10]2[CH2:15][CH2:14][O:13][CH2:12][C:11]2=[O:16])=[C:6]([F:17])[CH:5]=1)([O-])=O. Product: [NH2:1][C:4]1[CH:9]=[CH:8][C:7]([N:10]2[CH2:15][CH2:14][O:13][CH2:12][C:11]2=[O:16])=[C:6]([F:17])[CH:5]=1. The catalyst class is: 19.